This data is from Forward reaction prediction with 1.9M reactions from USPTO patents (1976-2016). The task is: Predict the product of the given reaction. (1) Given the reactants [I:1][C:2]1[CH:10]=[CH:9][CH:8]=[C:7]2[C:3]=1[CH2:4][N:5](C(C1C=CC=CC=1)(C1C=CC=CC=1)C1C=CC=CC=1)[CH2:6]2.FC(F)(F)C(O)=O, predict the reaction product. The product is: [I:1][C:2]1[CH:10]=[CH:9][CH:8]=[C:7]2[C:3]=1[CH2:4][NH:5][CH2:6]2. (2) Given the reactants F[P-](F)(F)(F)(F)F.N1(OC(N(C)C)=[N+](C)C)C2C=CC=CC=2N=N1.[C:25]([N:32]1[CH2:37][CH2:36][CH2:35][CH2:34][C@@H:33]1[C:38]([OH:40])=O)([O:27][C:28]([CH3:31])([CH3:30])[CH3:29])=[O:26].CCN(C(C)C)C(C)C.[N+:50]([C:53]1[CH:58]=[C:57]([NH2:59])[CH:56]=[CH:55][C:54]=1[NH2:60])([O-:52])=[O:51], predict the reaction product. The product is: [NH2:60][C:54]1[CH:55]=[CH:56][C:57]([NH:59][C:38]([C@H:33]2[CH2:34][CH2:35][CH2:36][CH2:37][N:32]2[C:25]([O:27][C:28]([CH3:29])([CH3:30])[CH3:31])=[O:26])=[O:40])=[CH:58][C:53]=1[N+:50]([O-:52])=[O:51]. (3) Given the reactants [CH3:1][C:2]1[CH:37]=[CH:36][CH:35]=[CH:34][C:3]=1[CH2:4][O:5][C:6]1[CH:7]=[C:8]([CH:22]=[C:23]([O:25][CH2:26][C:27]2[CH:32]=[CH:31][CH:30]=[CH:29][C:28]=2[CH3:33])[CH:24]=1)[C:9]([NH:11][C:12]1[N:17]=[CH:16][C:15]([C:18]([O:20]C)=[O:19])=[CH:14][CH:13]=1)=[O:10].CO.O.[OH-].[Na+], predict the reaction product. The product is: [CH3:33][C:28]1[CH:29]=[CH:30][CH:31]=[CH:32][C:27]=1[CH2:26][O:25][C:23]1[CH:22]=[C:8]([CH:7]=[C:6]([O:5][CH2:4][C:3]2[CH:34]=[CH:35][CH:36]=[CH:37][C:2]=2[CH3:1])[CH:24]=1)[C:9]([NH:11][C:12]1[N:17]=[CH:16][C:15]([C:18]([OH:20])=[O:19])=[CH:14][CH:13]=1)=[O:10]. (4) Given the reactants [Cl:1][C:2]1[N:7]=[CH:6][N:5]=[C:4]([C:8](Cl)=[O:9])[CH:3]=1.ClC1N=CN=C(C(NC2C=CC(O)=CC=2)=O)C=1.[NH2:28][C:29]1[CH:30]=[C:31]2[C:35](=[CH:36][CH:37]=1)[NH:34][N:33]=[CH:32]2.CCN(C(C)C)C(C)C, predict the reaction product. The product is: [Cl:1][C:2]1[N:7]=[CH:6][N:5]=[C:4]([C:8]([NH:28][C:29]2[CH:30]=[C:31]3[C:35](=[CH:36][CH:37]=2)[NH:34][N:33]=[CH:32]3)=[O:9])[CH:3]=1. (5) Given the reactants [OH-].[Na+].O.NN.[CH2:6]([O:13][C:14]1[C:19]([Br:20])=[CH:18][C:17]([C:21](=O)[CH3:22])=[C:16]([O:24][CH3:25])[CH:15]=1)[C:7]1[CH:12]=[CH:11][CH:10]=[CH:9][CH:8]=1, predict the reaction product. The product is: [CH2:6]([O:13][C:14]1[CH:15]=[C:16]([O:24][CH3:25])[C:17]([CH2:21][CH3:22])=[CH:18][C:19]=1[Br:20])[C:7]1[CH:8]=[CH:9][CH:10]=[CH:11][CH:12]=1. (6) Given the reactants C([O:3][C:4]([C:6]1[CH:10]=[C:9]([C:11]2[CH:12]=[N:13][N:14]([CH3:16])[CH:15]=2)[N:8]([C:17]2[CH:18]=[N:19][CH:20]=[CH:21][CH:22]=2)[N:7]=1)=[O:5])C.O.[OH-].[Li+], predict the reaction product. The product is: [CH3:16][N:14]1[CH:15]=[C:11]([C:9]2[N:8]([C:17]3[CH:18]=[N:19][CH:20]=[CH:21][CH:22]=3)[N:7]=[C:6]([C:4]([OH:5])=[O:3])[CH:10]=2)[CH:12]=[N:13]1. (7) Given the reactants [N:1]1[CH:6]=[C:5](B(O)O)[CH:4]=[N:3][CH:2]=1.[C:10]([O:14][C:15]([N:17]=[N:18][C:19]([O:21][C:22]([CH3:25])([CH3:24])[CH3:23])=[O:20])=[O:16])([CH3:13])([CH3:12])[CH3:11], predict the reaction product. The product is: [N:1]1[CH:6]=[C:5]([N:17]([C:15]([O:14][C:10]([CH3:13])([CH3:12])[CH3:11])=[O:16])[NH:18][C:19]([O:21][C:22]([CH3:23])([CH3:24])[CH3:25])=[O:20])[CH:4]=[N:3][CH:2]=1. (8) The product is: [C:23]([O:26][C:27]([N:4]1[CH:5]([CH3:10])[CH2:6][C:7](=[O:9])[CH2:8][CH:3]1[CH3:2])=[O:28])([CH3:25])([CH3:24])[CH3:22]. Given the reactants Cl.[CH3:2][CH:3]1[CH2:8][C:7](=[O:9])[CH2:6][CH:5]([CH3:10])[NH:4]1.O1CCOCC1.C(=O)(O)[O-].[Na+].[CH3:22][C:23]([O:26][C:27](O[C:27]([O:26][C:23]([CH3:25])([CH3:24])[CH3:22])=[O:28])=[O:28])([CH3:25])[CH3:24], predict the reaction product. (9) Given the reactants [CH2:1]([O:8][C:9]1[CH:10]=[C:11]([CH2:19][C:20]([OH:22])=[O:21])[CH:12]=[C:13]([C:15]([F:18])([F:17])[F:16])[CH:14]=1)[C:2]1[CH:7]=[CH:6][CH:5]=[CH:4][CH:3]=1.[CH2:23](O)[CH3:24], predict the reaction product. The product is: [CH2:23]([O:21][C:20](=[O:22])[CH2:19][C:11]1[CH:12]=[C:13]([C:15]([F:17])([F:18])[F:16])[CH:14]=[C:9]([O:8][CH2:1][C:2]2[CH:3]=[CH:4][CH:5]=[CH:6][CH:7]=2)[CH:10]=1)[CH3:24]. (10) The product is: [C:1]([CH2:3][C@@H:4]1[C:9]2[N:10]=[C:11]([C:21]3[CH:26]=[CH:25][C:24]([NH:27][C:28]([NH:30][CH2:31][CH3:32])=[O:29])=[CH:23][CH:22]=3)[N:12]=[C:13]([N:14]3[CH2:19][CH2:18][O:17][CH2:16][C@@H:15]3[CH3:20])[C:8]=2[CH2:7][CH2:6][N:5]1[CH2:33][CH3:34])#[N:2]. Given the reactants [C:1]([CH2:3][C@H:4]1[C:9]2[N:10]=[C:11]([C:21]3[CH:26]=[CH:25][C:24]([NH:27][C:28]([NH:30][CH2:31][CH3:32])=[O:29])=[CH:23][CH:22]=3)[N:12]=[C:13]([N:14]3[CH2:19][CH2:18][O:17][CH2:16][C@@H:15]3[CH3:20])[C:8]=2[CH2:7][CH2:6][N:5]1[CH2:33][CH3:34])#[N:2].C(N1CCC2C(N3CCOCC3)=NC(C3C=CC(NC(NCC)=O)=CC=3)=NC=2C1CC#N)(=O)C.Cl.[OH-].[Na+].CC1C=CC(COC(NNC(C2C=NC=CN=2)=O)=O)=CC=1, predict the reaction product.